Dataset: hERG potassium channel inhibition data for cardiac toxicity prediction from Karim et al.. Task: Regression/Classification. Given a drug SMILES string, predict its toxicity properties. Task type varies by dataset: regression for continuous values (e.g., LD50, hERG inhibition percentage) or binary classification for toxic/non-toxic outcomes (e.g., AMES mutagenicity, cardiotoxicity, hepatotoxicity). Dataset: herg_karim. (1) The molecule is CN1CCN(Cc2ccc3c(c2)Cc2c-3n[nH]c2-c2csc(C#CCNC(=O)Oc3ccccc3)c2)CC1. The result is 1 (blocker). (2) The compound is CN(C)C(=O)N1CC(c2cc(F)ccc2F)=C[C@@H]1c1cccc(O)c1. The result is 0 (non-blocker).